The task is: Predict the product of the given reaction.. This data is from Forward reaction prediction with 1.9M reactions from USPTO patents (1976-2016). (1) Given the reactants C(NC(C)C)(C)C.C([Li])CCC.[Cl:13][C:14]1[C:19]([Cl:20])=[CH:18][CH:17]=[CH:16][C:15]=1[CH2:21][C:22]([OH:24])=[O:23].Br[CH2:26][CH2:27][CH2:28][Cl:29], predict the reaction product. The product is: [Cl:29][CH2:28][CH2:27][CH2:26][CH:21]([C:15]1[CH:16]=[CH:17][CH:18]=[C:19]([Cl:20])[C:14]=1[Cl:13])[C:22]([OH:24])=[O:23]. (2) Given the reactants [CH2:1]([O:8][P:9]([O:19][C:20]1[CH:25]=[CH:24][C:23]([CH2:26][C:27]([OH:29])=[O:28])=[CH:22][CH:21]=1)([O:11][CH2:12][C:13]1[CH:18]=[CH:17][CH:16]=[CH:15][CH:14]=1)=[O:10])[C:2]1[CH:7]=[CH:6][CH:5]=[CH:4][CH:3]=1.[Cl:30][C:31]1[CH:36]=[CH:35][CH:34]=[C:33]([Cl:37])[C:32]=1[C:38]([C:41]1[N:42]([C:50]2[CH:55]=[CH:54][C:53]([C:56]3[CH:61]=[C:60]([S:62]([CH3:65])(=[O:64])=[O:63])[C:59]([CH2:66]O)=[C:58]([F:68])[CH:57]=3)=[CH:52][C:51]=2[F:69])[CH:43]=[C:44]([C:46]([OH:49])([CH3:48])[CH3:47])[N:45]=1)([CH3:40])[CH3:39].C1(N=C=NC2CCCCC2)CCCCC1, predict the reaction product. The product is: [CH2:12]([O:11][P:9]([O:19][C:20]1[CH:21]=[CH:22][C:23]([CH2:26][C:27]([O:29][CH2:66][C:59]2[C:60]([S:62]([CH3:65])(=[O:63])=[O:64])=[CH:61][C:56]([C:53]3[CH:54]=[CH:55][C:50]([N:42]4[CH:43]=[C:44]([C:46]([OH:49])([CH3:47])[CH3:48])[N:45]=[C:41]4[C:38]([C:32]4[C:33]([Cl:37])=[CH:34][CH:35]=[CH:36][C:31]=4[Cl:30])([CH3:40])[CH3:39])=[C:51]([F:69])[CH:52]=3)=[CH:57][C:58]=2[F:68])=[O:28])=[CH:24][CH:25]=1)([O:8][CH2:1][C:2]1[CH:7]=[CH:6][CH:5]=[CH:4][CH:3]=1)=[O:10])[C:13]1[CH:18]=[CH:17][CH:16]=[CH:15][CH:14]=1. (3) Given the reactants [NH:1]1[C:9]2[C:4](=[CH:5][CH:6]=[CH:7][C:8]=2[NH:10][S:11]([CH3:14])(=[O:13])=[O:12])[CH:3]=[CH:2]1.[C:15](=O)([O-])[O-].[K+].[K+].IC, predict the reaction product. The product is: [NH:1]1[C:9]2[C:4](=[CH:5][CH:6]=[CH:7][C:8]=2[N:10]([CH3:15])[S:11]([CH3:14])(=[O:12])=[O:13])[CH:3]=[CH:2]1. (4) Given the reactants [CH:1]1([C@H:4]([NH:7][C:8]2[C:13]([NH2:14])=[C:12]([C:15]3[CH:20]=[CH:19][C:18]([O:21][CH3:22])=[CH:17][C:16]=3[CH3:23])[N:11]=[CH:10][N:9]=2)[CH2:5][CH3:6])[CH2:3][CH2:2]1.[C:24](OCC)(=[O:28])[C:25]([CH3:27])=O, predict the reaction product. The product is: [CH:1]1([C@H:4]([N:7]2[C:8]3[N:9]=[CH:10][N:11]=[C:12]([C:15]4[CH:20]=[CH:19][C:18]([O:21][CH3:22])=[CH:17][C:16]=4[CH3:23])[C:13]=3[N:14]=[C:25]([CH3:27])[C:24]2=[O:28])[CH2:5][CH3:6])[CH2:3][CH2:2]1. (5) Given the reactants [N+:1]([C:4]1[CH:5]=[C:6]([C:10]2[C:14]([C:15](=[O:17])[CH3:16])=[CH:13][NH:12][N:11]=2)[CH:7]=[CH:8][CH:9]=1)([O-:3])=[O:2].C(=O)([O-])[O-].[Cs+].[Cs+].[CH3:24][O:25][C:26]1[CH:33]=[CH:32][C:29]([CH2:30]Cl)=[CH:28][CH:27]=1, predict the reaction product. The product is: [CH3:24][O:25][C:26]1[CH:33]=[CH:32][C:29]([CH2:30][N:12]2[CH:13]=[C:14]([C:15](=[O:17])[CH3:16])[C:10]([C:6]3[CH:7]=[CH:8][CH:9]=[C:4]([N+:1]([O-:3])=[O:2])[CH:5]=3)=[N:11]2)=[CH:28][CH:27]=1. (6) Given the reactants [Br:1][C:2]1[CH:20]=[CH:19][C:5]([O:6][CH2:7][CH:8]2[CH2:13][CH2:12][N:11]([CH2:14][CH:15](O)[CH2:16][CH3:17])[CH2:10][CH2:9]2)=[CH:4][CH:3]=1.COCCN(S(F)(F)[F:31])CCOC.C([O-])(O)=O.[Na+], predict the reaction product. The product is: [Br:1][C:2]1[CH:20]=[CH:19][C:5]([O:6][CH2:7][CH:8]2[CH2:13][CH2:12][N:11]([CH2:14][CH:15]([F:31])[CH2:16][CH3:17])[CH2:10][CH2:9]2)=[CH:4][CH:3]=1.